Predict the reaction yield, written as a fraction of the theoretical maximum amount of product (1.0 means a 100% yield; for example, 0.34 means a 34% yield). From a dataset of Reaction yield outcomes from USPTO patents with 853,638 reactions. (1) The product is [CH2:1]([NH:3][C:4]([N:19]1[CH2:23][CH:22]([CH2:24][CH3:25])[CH:21]=[N:20]1)=[N:5][S:6]([C:9]1[CH:17]=[C:16]2[C:12]([CH2:13][CH2:14][NH:15]2)=[CH:11][CH:10]=1)(=[O:7])=[O:8])[CH3:2]. The catalyst is CCO. The yield is 0.760. The reactants are [CH2:1]([NH:3][C:4]([N:19]1[CH2:23][CH:22]([CH2:24][CH3:25])[CH:21]=[N:20]1)=[N:5][S:6]([C:9]1[CH:17]=[C:16]2[C:12]([CH2:13][CH2:14][NH:15]2)=[CH:11][C:10]=1Br)(=[O:8])=[O:7])[CH3:2].C(N(CC)CC)C. (2) The reactants are N1CCOCC1.Cl.Cl.[N:9]1([CH2:15][C:16]2[N:17]=[C:18]([NH2:21])[S:19][CH:20]=2)[CH2:14][CH2:13][O:12][CH2:11][CH2:10]1.[Cl:22][C:23]1[C:24]([CH3:33])=[C:25]([S:29](Cl)(=[O:31])=[O:30])[CH:26]=[CH:27][CH:28]=1. No catalyst specified. The product is [ClH:22].[Cl:22][C:23]1[C:24]([CH3:33])=[C:25]([S:29]([NH:21][C:18]2[S:19][CH:20]=[C:16]([CH2:15][N:9]3[CH2:14][CH2:13][O:12][CH2:11][CH2:10]3)[N:17]=2)(=[O:31])=[O:30])[CH:26]=[CH:27][CH:28]=1. The yield is 0.0600. (3) The reactants are [C:1]([O:6][C@@H:7]1[C@@H:15]([CH2:16][C:17]2[C:26]3[C:21](=[CH:22][CH:23]=[CH:24][CH:25]=3)[CH:20]=[CH:19][CH:18]=2)[CH2:14][O:13][CH2:12][C@H:11]([NH:27][C:28](=[O:38])[C:29]2[C:34]([OH:35])=[C:33]([O:36][CH3:37])[CH:32]=[CH:31][N:30]=2)[C:10](=[O:39])[O:9][C@H:8]1[CH3:40])(=[O:5])[CH:2]([CH3:4])[CH3:3].C([O-])([O-])=O.[K+].[K+].[C:47]([O:50][CH2:51]Br)(=[O:49])[CH3:48]. The catalyst is CC(C)=O.C(Cl)Cl. The product is [C:1]([O:6][C@@H:7]1[C@@H:15]([CH2:16][C:17]2[C:26]3[C:21](=[CH:22][CH:23]=[CH:24][CH:25]=3)[CH:20]=[CH:19][CH:18]=2)[CH2:14][O:13][CH2:12][C@H:11]([NH:27][C:28](=[O:38])[C:29]2[C:34]([O:35][CH2:51][O:50][C:47](=[O:49])[CH3:48])=[C:33]([O:36][CH3:37])[CH:32]=[CH:31][N:30]=2)[C:10](=[O:39])[O:9][C@H:8]1[CH3:40])(=[O:5])[CH:2]([CH3:3])[CH3:4]. The yield is 0.730. (4) The reactants are [Cl:1][C:2]1[CH:7]=[CH:6][CH:5]=[C:4]([F:8])[C:3]=1[C:9]1[S:10][C:11]2[C:12](=O)[NH:13][CH:14]=[CH:15][C:16]=2[N:17]=1.P(Br)(Br)([Br:21])=O. The product is [Br:21][C:12]1[C:11]2[S:10][C:9]([C:3]3[C:4]([F:8])=[CH:5][CH:6]=[CH:7][C:2]=3[Cl:1])=[N:17][C:16]=2[CH:15]=[CH:14][N:13]=1. The catalyst is CC#N. The yield is 0.600. (5) The reactants are [S:1]1[CH:5]=[C:4]([C:6](O)=[O:7])[C:3]([C:9]([OH:11])=O)=[CH:2]1.[CH2:12]([NH2:24])[CH2:13][CH2:14][CH2:15][CH2:16][CH2:17][CH2:18][CH2:19][CH2:20][CH2:21][CH2:22][CH3:23]. No catalyst specified. The product is [CH2:12]([N:24]1[C:9](=[O:11])[C:3]2=[CH:2][S:1][CH:5]=[C:4]2[C:6]1=[O:7])[CH2:13][CH2:14][CH2:15][CH2:16][CH2:17][CH2:18][CH2:19][CH2:20][CH2:21][CH2:22][CH3:23]. The yield is 0.550. (6) The reactants are [CH:1]([S:4][CH:5]([C:9]1[CH:14]=[CH:13][C:12]([Cl:15])=[C:11]([Cl:16])[CH:10]=1)[C:6]([OH:8])=O)([CH3:3])[CH3:2].[NH2:17][C:18]1[CH:23]=[CH:22][CH:21]=[CH:20][N:19]=1. The catalyst is C1COCC1. The product is [CH:1]([S:4][CH:5]([C:9]1[CH:14]=[CH:13][C:12]([Cl:15])=[C:11]([Cl:16])[CH:10]=1)[C:6]([NH:17][C:18]1[CH:23]=[CH:22][CH:21]=[CH:20][N:19]=1)=[O:8])([CH3:2])[CH3:3]. The yield is 0.720. (7) The reactants are [Br:1][C:2]1[CH:3]=[C:4]2[C:8](=[CH:9][CH:10]=1)[NH:7][CH:6]=[CH:5]2.[H-].[Na+].[CH2:13](Br)[C:14]1[CH:19]=[CH:18][CH:17]=[CH:16][CH:15]=1.Cl. The catalyst is CN(C=O)C.O. The product is [CH2:13]([N:7]1[C:8]2[C:4](=[CH:3][C:2]([Br:1])=[CH:10][CH:9]=2)[CH:5]=[CH:6]1)[C:14]1[CH:19]=[CH:18][CH:17]=[CH:16][CH:15]=1. The yield is 0.780. (8) The yield is 0.660. The reactants are [NH2:1][C:2]1[C:11]2[C:6](=[C:7](Br)[CH:8]=[CH:9][CH:10]=2)[N:5]=[N:4][C:3]=1[C:13]([NH:15][CH2:16][CH2:17][CH3:18])=[O:14].[F:19][C:20]1[CH:25]=[C:24]([O:26][CH3:27])[CH:23]=[CH:22][C:21]=1B(O)O. No catalyst specified. The product is [NH2:1][C:2]1[C:11]2[C:6](=[C:7]([C:21]3[CH:22]=[CH:23][C:24]([O:26][CH3:27])=[CH:25][C:20]=3[F:19])[CH:8]=[CH:9][CH:10]=2)[N:5]=[N:4][C:3]=1[C:13]([NH:15][CH2:16][CH2:17][CH3:18])=[O:14].